Predict the product of the given reaction. From a dataset of Forward reaction prediction with 1.9M reactions from USPTO patents (1976-2016). (1) Given the reactants Cl[C:2]1[N:29]=[C:5]2[C:6]([C:10]3[CH:15]=[CH:14][C:13]([N:16]4[CH2:21][CH2:20][CH:19]([N:22]5[CH2:27][CH2:26][N:25]([CH3:28])[CH2:24][CH2:23]5)[CH2:18][CH2:17]4)=[CH:12][CH:11]=3)=[CH:7][CH:8]=[CH:9][N:4]2[N:3]=1.[CH3:30][N:31]1[CH2:36][CH2:35][N:34]([C:37]2[CH:38]=[C:39]([CH:41]=[CH:42][CH:43]=2)[NH2:40])[CH2:33][CH2:32]1.C1(P(C2CCCCC2)C2C=CC=CC=2C2C=CC=CC=2P(C2CCCCC2)C2CCCCC2)CCCCC1, predict the reaction product. The product is: [CH3:30][N:31]1[CH2:32][CH2:33][N:34]([C:37]2[CH:38]=[C:39]([NH:40][C:2]3[N:29]=[C:5]4[C:6]([C:10]5[CH:15]=[CH:14][C:13]([N:16]6[CH2:21][CH2:20][CH:19]([N:22]7[CH2:27][CH2:26][N:25]([CH3:28])[CH2:24][CH2:23]7)[CH2:18][CH2:17]6)=[CH:12][CH:11]=5)=[CH:7][CH:8]=[CH:9][N:4]4[N:3]=3)[CH:41]=[CH:42][CH:43]=2)[CH2:35][CH2:36]1. (2) The product is: [F:15][CH:2]([F:1])[O:3][C:4]1[N:5]=[C:6]([CH3:14])[C:7]([NH2:11])=[CH:8][C:9]=1[CH3:10]. Given the reactants [F:1][CH:2]([F:15])[O:3][C:4]1[C:9]([CH3:10])=[CH:8][C:7]([N+:11]([O-])=O)=[C:6]([CH3:14])[N:5]=1, predict the reaction product. (3) Given the reactants [CH:1]1([C:5]2[N:9]=[C:8]([N:10]3[CH2:15][CH2:14][CH:13]([CH2:16][CH2:17][CH2:18][O:19][C:20]4[CH:28]=[CH:27][C:23]([C:24](O)=[O:25])=[C:22]([CH3:29])[CH:21]=4)[CH2:12][CH2:11]3)[O:7][N:6]=2)[CH2:4][CH2:3][CH2:2]1.[Cl-].[NH4+:31], predict the reaction product. The product is: [CH:1]1([C:5]2[N:9]=[C:8]([N:10]3[CH2:11][CH2:12][CH:13]([CH2:16][CH2:17][CH2:18][O:19][C:20]4[CH:28]=[CH:27][C:23]([C:24]([NH2:31])=[O:25])=[C:22]([CH3:29])[CH:21]=4)[CH2:14][CH2:15]3)[O:7][N:6]=2)[CH2:2][CH2:3][CH2:4]1. (4) Given the reactants [CH2:1]([O:4][P:5]([O:11][CH2:12][C:13]1[CH:30]=[CH:29][C:28]([C:31]#[N:32])=[CH:27][C:14]=1[C:15]([O:17]CC1C=CC(OC)=CC=1)=[O:16])([O:7][CH2:8][CH:9]=[CH2:10])=[O:6])[CH:2]=[CH2:3].C1(OC)C=CC=CC=1.FC(F)(F)C(O)=O, predict the reaction product. The product is: [CH2:8]([O:7][P:5]([O:11][CH2:12][C:13]1[CH:30]=[CH:29][C:28]([C:31]#[N:32])=[CH:27][C:14]=1[C:15]([OH:17])=[O:16])([O:4][CH2:1][CH:2]=[CH2:3])=[O:6])[CH:9]=[CH2:10]. (5) Given the reactants [CH2:1]([N:3]([CH2:19][C:20]1[CH:25]=[CH:24][C:23]([O:26][CH3:27])=[CH:22][CH:21]=1)[C:4]1[C:9]2=[N:10][CH:11]=[C:12]([C:13]#[N:14])[N:8]2[N:7]=[C:6](S(C)(=O)=O)[N:5]=1)[CH3:2].[NH2:28][C:29]1[C:30]([F:49])=[C:31]([N:37]2[CH2:42][CH2:41][C@@H:40]([NH:43][C:44](=[O:47])[O:45][CH3:46])[C@H:39]([OH:48])[CH2:38]2)[CH:32]=[C:33]([C:35]#[N:36])[CH:34]=1.C([O-])([O-])=O.[Cs+].[Cs+].CC1(C)C2C(=C(P(C3C=CC=CC=3)C3C=CC=CC=3)C=CC=2)OC2C(P(C3C=CC=CC=3)C3C=CC=CC=3)=CC=CC1=2, predict the reaction product. The product is: [C:35]([C:33]1[CH:34]=[C:29]([NH:28][C:6]2[N:5]=[C:4]([N:3]([CH2:1][CH3:2])[CH2:19][C:20]3[CH:25]=[CH:24][C:23]([O:26][CH3:27])=[CH:22][CH:21]=3)[C:9]3=[N:10][CH:11]=[C:12]([C:13]#[N:14])[N:8]3[N:7]=2)[C:30]([F:49])=[C:31]([N:37]2[CH2:42][CH2:41][C@@H:40]([NH:43][C:44](=[O:47])[O:45][CH3:46])[C@H:39]([OH:48])[CH2:38]2)[CH:32]=1)#[N:36]. (6) Given the reactants [S:1]1[C:5]2[CH:6]=[CH:7][CH:8]=[CH:9][C:4]=2[CH:3]=[C:2]1[C:10]([NH:12][C@H:13]([C:18]([NH:20][CH:21]([CH2:32][CH3:33])[CH2:22][CH2:23][NH:24]C(=O)OC(C)(C)C)=[O:19])[CH2:14][CH:15]([CH3:17])[CH3:16])=[O:11].C(O)(C(F)(F)F)=O.[Cl:41][C:42]1[CH:47]=[CH:46][C:45]([S:48](Cl)(=[O:50])=[O:49])=[CH:44][CH:43]=1.CCN(CC)CC, predict the reaction product. The product is: [Cl:41][C:42]1[CH:47]=[CH:46][C:45]([S:48]([NH:24][CH2:23][CH2:22][CH:21]([NH:20][C:18]([C@@H:13]([NH:12][C:10]([C:2]2[S:1][C:5]3[CH:6]=[CH:7][CH:8]=[CH:9][C:4]=3[CH:3]=2)=[O:11])[CH2:14][CH:15]([CH3:17])[CH3:16])=[O:19])[CH2:32][CH3:33])(=[O:50])=[O:49])=[CH:44][CH:43]=1. (7) Given the reactants Br[C:2]1[CH:3]=[CH:4][C:5]2[O:9][CH:8]([CH3:10])[CH2:7][C:6]=2[CH:11]=1.[CH3:12][S:13]([O:15][Na])=[O:14].N1CCC[C@H]1C(O)=O.C([O-])([O-])=O.[K+].[K+], predict the reaction product. The product is: [CH3:10][CH:8]1[CH2:7][C:6]2[CH:11]=[C:2]([S:13]([CH3:12])(=[O:15])=[O:14])[CH:3]=[CH:4][C:5]=2[O:9]1. (8) Given the reactants [OH-].[Li+].O.[Br:4][C:5]1[CH:6]=[CH:7][C:8]([O:23][CH2:24][C:25]2[CH:30]=[CH:29][C:28]([F:31])=[CH:27][C:26]=2[F:32])=[C:9]([CH:22]=1)[C:10]([O:12]CC1C=CC(F)=CC=1F)=[O:11], predict the reaction product. The product is: [Br:4][C:5]1[CH:6]=[CH:7][C:8]([O:23][CH2:24][C:25]2[CH:30]=[CH:29][C:28]([F:31])=[CH:27][C:26]=2[F:32])=[C:9]([CH:22]=1)[C:10]([OH:12])=[O:11]. (9) Given the reactants [Cl-].[CH2:2]([N+:9]1[CH:14]=[CH:13][C:12]([CH3:15])=[CH:11][CH:10]=1)[C:3]1[CH:8]=[CH:7][CH:6]=[CH:5][CH:4]=1.[BH4-].[Na+], predict the reaction product. The product is: [CH2:2]([N:9]1[CH2:10][CH:11]=[C:12]([CH3:15])[CH2:13][CH2:14]1)[C:3]1[CH:8]=[CH:7][CH:6]=[CH:5][CH:4]=1.